This data is from Forward reaction prediction with 1.9M reactions from USPTO patents (1976-2016). The task is: Predict the product of the given reaction. (1) Given the reactants [CH:1]([NH:4][CH3:5])([CH3:3])[CH3:2].[N+](C1C=C([N+]([O-])=O)C=CC=1O[C:19](=[O:22])[CH2:20][Br:21])([O-])=O, predict the reaction product. The product is: [Br:21][CH2:20][C:19]([N:4]([CH:1]([CH3:3])[CH3:2])[CH3:5])=[O:22]. (2) Given the reactants [Si:1]([O:8][C@H:9]([C@H:17]([CH3:41])/[CH:18]=[CH:19]/[CH2:20][O:21][C:22]([C:35]1[CH:40]=[CH:39][CH:38]=[CH:37][CH:36]=1)([C:29]1[CH:34]=[CH:33][CH:32]=[CH:31][CH:30]=1)[C:23]1[CH:28]=[CH:27][CH:26]=[CH:25][CH:24]=1)[CH2:10][C:11](N(OC)C)=[O:12])([C:4]([CH3:7])([CH3:6])[CH3:5])([CH3:3])[CH3:2].[Si:42]([O:49][C@H:50]([C@@H:55]([CH3:67])[CH2:56][CH2:57][CH2:58][O:59][Si:60]([C:63]([CH3:66])([CH3:65])[CH3:64])([CH3:62])[CH3:61])[C@@H:51]([CH3:54])[C:52]#[CH:53])([C:45]([CH3:48])([CH3:47])[CH3:46])([CH3:44])[CH3:43].[Li]CCCC.CCOC(C)=O.CCCCCC, predict the reaction product. The product is: [Si:1]([O:8][C@@H:9]([CH2:10][C:11](=[O:12])[C:53]#[C:52][C@H:51]([CH3:54])[C@H:50]([O:49][Si:42]([C:45]([CH3:48])([CH3:47])[CH3:46])([CH3:44])[CH3:43])[C@@H:55]([CH3:67])[CH2:56][CH2:57][CH2:58][O:59][Si:60]([C:63]([CH3:65])([CH3:64])[CH3:66])([CH3:62])[CH3:61])[C@H:17]([CH3:41])/[CH:18]=[CH:19]/[CH2:20][O:21][C:22]([C:35]1[CH:40]=[CH:39][CH:38]=[CH:37][CH:36]=1)([C:29]1[CH:34]=[CH:33][CH:32]=[CH:31][CH:30]=1)[C:23]1[CH:24]=[CH:25][CH:26]=[CH:27][CH:28]=1)([C:4]([CH3:7])([CH3:5])[CH3:6])([CH3:3])[CH3:2]. (3) Given the reactants Cl[C:2]1[N:3]=[CH:4][C:5]2[CH:10]=[CH:9][N:8]([C:11]3[CH:16]=[C:15]([F:17])[C:14]([CH2:18][N:19]4[CH2:24][CH2:23][O:22][CH2:21][CH2:20]4)=[C:13]([F:25])[CH:12]=3)[C:6]=2[N:7]=1.[NH2:26][C:27]1[CH:32]=[CH:31][C:30]([C:33]([N:35]2[CH2:40][CH2:39][N:38]([CH3:41])[CH2:37][CH2:36]2)=[O:34])=[CH:29][CH:28]=1.CC([O-])(C)C.[K+], predict the reaction product. The product is: [F:25][C:13]1[CH:12]=[C:11]([N:8]2[C:6]3[N:7]=[C:2]([NH:26][C:27]4[CH:28]=[CH:29][C:30]([C:33]([N:35]5[CH2:36][CH2:37][N:38]([CH3:41])[CH2:39][CH2:40]5)=[O:34])=[CH:31][CH:32]=4)[N:3]=[CH:4][C:5]=3[CH:10]=[CH:9]2)[CH:16]=[C:15]([F:17])[C:14]=1[CH2:18][N:19]1[CH2:24][CH2:23][O:22][CH2:21][CH2:20]1.